From a dataset of Forward reaction prediction with 1.9M reactions from USPTO patents (1976-2016). Predict the product of the given reaction. (1) The product is: [CH3:35][S:36]([N:19]1[CH2:18][C@@H:17]2[CH2:22][C@H:20]1[CH2:21][N:16]2[CH2:15][C:14]1[CH:13]=[CH:12][C:11]([CH2:10][C:2]2[S:1][C:5]3[CH:6]=[CH:7][CH:8]=[CH:9][C:4]=3[N:3]=2)=[CH:27][CH:26]=1)(=[O:38])=[O:37]. Given the reactants [S:1]1[C:5]2[CH:6]=[CH:7][CH:8]=[CH:9][C:4]=2[N:3]=[C:2]1[CH2:10][C:11]1[CH:27]=[CH:26][C:14]([CH2:15][N:16]2[CH2:21][CH:20]3[CH2:22][CH:17]2[CH2:18][N:19]3C(=O)C)=[CH:13][CH:12]=1.CCN(CC)CC.[CH3:35][S:36](Cl)(=[O:38])=[O:37], predict the reaction product. (2) Given the reactants [F:1][C:2]1[CH:7]=[CH:6][C:5]([C:8]2[C:9]([C:16]3[CH:21]=[CH:20][N:19]=[CH:18][CH:17]=3)=[N:10][N:11]([CH2:13][CH2:14]O)[CH:12]=2)=[CH:4][CH:3]=1.FC1C=CC(C2C=N[N:32]([CH2:40]CO)[C:33]=2C2C=CN=CC=2)=CC=1.CS(Cl)(=O)=O, predict the reaction product. The product is: [F:1][C:2]1[CH:7]=[CH:6][C:5]([C:8]2[C:9]([C:16]3[CH:21]=[CH:20][N:19]=[CH:18][CH:17]=3)=[N:10][N:11]([CH2:13][CH2:14][N:32]([CH3:40])[CH3:33])[CH:12]=2)=[CH:4][CH:3]=1. (3) Given the reactants C(OC([N:8]1[CH2:11][C:10]([C:14]2[N:15]([CH3:40])[C:16]3[C:21]([N:22]=2)=[C:20]([N:23]2[CH2:28][CH2:27][O:26][CH2:25][CH2:24]2)[N:19]=[C:18]([N:29]2[C:33]4[CH:34]=[CH:35][CH:36]=[CH:37][C:32]=4[N:31]=[C:30]2[CH2:38][CH3:39])[N:17]=3)([O:12][CH3:13])[CH2:9]1)=O)(C)(C)C.C(O)(C(F)(F)F)=O, predict the reaction product. The product is: [CH2:38]([C:30]1[N:29]([C:18]2[N:17]=[C:16]3[C:21]([N:22]=[C:14]([C:10]4([O:12][CH3:13])[CH2:11][NH:8][CH2:9]4)[N:15]3[CH3:40])=[C:20]([N:23]3[CH2:28][CH2:27][O:26][CH2:25][CH2:24]3)[N:19]=2)[C:33]2[CH:34]=[CH:35][CH:36]=[CH:37][C:32]=2[N:31]=1)[CH3:39]. (4) Given the reactants [C:1]([CH:3]([C:11]1[CH:16]=[CH:15][C:14]([C:17]([F:20])([F:19])[F:18])=[CH:13][N:12]=1)C(OC(C)(C)C)=O)#[N:2].C1(C)C=CC(S(O)(=O)=O)=CC=1, predict the reaction product. The product is: [F:19][C:17]([F:18])([F:20])[C:14]1[CH:15]=[CH:16][C:11]([CH2:3][C:1]#[N:2])=[N:12][CH:13]=1. (5) Given the reactants [CH:1]([O:4][C:5](=[O:34])[C:6]1[C:11]([C:12]([F:15])([F:14])[F:13])=[CH:10][CH:9]=[CH:8][C:7]=1[CH:16]=[CH:17][C:18]([N:20]1[C@H:24]2[CH2:25][C@@H:26]3[C:29]([CH3:31])([CH3:30])[C@@:23]2([CH2:28][CH2:27]3)[CH2:22][S:21]1(=[O:33])=[O:32])=[O:19])([CH3:3])[CH3:2].C(N)C1C=CC=CC=1.FC(F)(F)C(O)=O.CO[CH2:52][N:53]([CH2:59][C:60]1[CH:65]=[CH:64][CH:63]=[CH:62][CH:61]=1)[CH2:54][Si](C)(C)C, predict the reaction product. The product is: [CH:1]([O:4][C:5](=[O:34])[C:6]1[C:11]([C:12]([F:13])([F:15])[F:14])=[CH:10][CH:9]=[CH:8][C:7]=1[CH:16]1[CH:17]([C:18]([N:20]2[CH:24]3[CH2:25][CH:26]4[C:29]([CH3:30])([CH3:31])[C:23]3([CH2:28][CH2:27]4)[CH2:22][S:21]2(=[O:32])=[O:33])=[O:19])[CH2:54][N:53]([CH2:59][C:60]2[CH:65]=[CH:64][CH:63]=[CH:62][CH:61]=2)[CH2:52]1)([CH3:3])[CH3:2].